Predict the reactants needed to synthesize the given product. From a dataset of Full USPTO retrosynthesis dataset with 1.9M reactions from patents (1976-2016). (1) Given the product [CH3:38][O:40][C:41]1[CH:42]=[C:11]([CH2:16][OH:47])[CH:12]=[C:13]([CH2:14][O:10][C:5]2[CH:6]=[CH:7][CH:8]=[CH:9][C:4]=2[N+:1]([O-:3])=[O:2])[CH:43]=1, predict the reactants needed to synthesize it. The reactants are: [N+:1]([C:4]1[CH:9]=[CH:8][CH:7]=[CH:6][C:5]=1[OH:10])([O-:3])=[O:2].[CH:11]1[CH:16]=C[C:14](P([C:12]2[CH:13]=[CH:14]C=[CH:16][CH:11]=2)[C:12]2[CH:13]=[CH:14]C=[CH:16][CH:11]=2)=[CH:13][CH:12]=1.[CH3:42][CH:41]([O:40][C:38](/N=N/[C:38]([O:40][CH:41]([CH3:43])[CH3:42])=O)=O)[CH3:43].C1C[O:47]CC1. (2) Given the product [CH3:18][N:15]1[C:12]2=[N:13][C:14]([NH:1][C:2]3[CH:7]=[CH:6][CH:5]=[CH:4][CH:3]=3)=[CH:9][CH:10]=[C:11]2[CH:17]=[CH:16]1, predict the reactants needed to synthesize it. The reactants are: [NH2:1][C:2]1[CH:7]=[CH:6][CH:5]=[CH:4][CH:3]=1.Br[C:9]1[CH:10]=[C:11]2[CH:17]=[CH:16][N:15]([CH3:18])[C:12]2=[N:13][CH:14]=1. (3) Given the product [C:2]1([C:35]2[CH:34]=[CH:33][CH:38]=[CH:37][CH:36]=2)[CH:7]=[CH:6][C:5]([CH:8]([N:10]([C:26]([O:28][C:29]([CH3:30])([CH3:31])[CH3:32])=[O:27])[C:11]([O:12][C:13]([CH3:16])([CH3:15])[CH3:14])=[O:17])[CH3:9])=[CH:4][CH:3]=1, predict the reactants needed to synthesize it. The reactants are: Br[C:2]1[CH:7]=[CH:6][C:5]([CH:8]([NH:10][C:11](=[O:17])[O:12][C:13]([CH3:16])([CH3:15])[CH3:14])[CH3:9])=[CH:4][CH:3]=1.[C:26](O[C:26]([O:28][C:29]([CH3:32])([CH3:31])[CH3:30])=[O:27])([O:28][C:29]([CH3:32])([CH3:31])[CH3:30])=[O:27].[CH3:33][CH2:34][CH2:35][CH2:36][CH2:37][CH3:38]. (4) Given the product [Br:1][C:2]1[C:6]2=[N:7][CH:8]=[CH:9][CH:10]=[C:5]2[N:4]([CH3:13])[CH:3]=1, predict the reactants needed to synthesize it. The reactants are: [Br:1][C:2]1[C:6]2=[N:7][CH:8]=[CH:9][CH:10]=[C:5]2[NH:4][CH:3]=1.[H-].[Na+].[CH3:13]I. (5) Given the product [Cl:12][C:8]1[C:3]([OH:2])=[N:4][CH:5]=[C:6]([N+:9]([O-:11])=[O:10])[CH:7]=1, predict the reactants needed to synthesize it. The reactants are: Cl.[OH:2][C:3]1[CH:8]=[CH:7][C:6]([N+:9]([O-:11])=[O:10])=[CH:5][N:4]=1.[Cl:12]([O-])(=O)=O.[K+].